Task: Predict the reaction yield, written as a fraction of the theoretical maximum amount of product (1.0 means a 100% yield; for example, 0.34 means a 34% yield).. Dataset: Reaction yield outcomes from USPTO patents with 853,638 reactions The reactants are [Br:1][C:2]1[CH:26]=[CH:25][C:5]([CH2:6][CH:7]2[C:16]3[C:11](=[CH:12][C:13]([O:17]C)=[CH:14][CH:15]=3)[CH2:10][CH2:9][N:8]2[C:19]2[CH:24]=[CH:23][CH:22]=[CH:21][CH:20]=2)=[CH:4][CH:3]=1.B(Br)(Br)Br.O.C(=O)(O)[O-].[Na+]. The catalyst is C(Cl)Cl. The product is [Br:1][C:2]1[CH:3]=[CH:4][C:5]([CH2:6][CH:7]2[C:16]3[C:11](=[CH:12][C:13]([OH:17])=[CH:14][CH:15]=3)[CH2:10][CH2:9][N:8]2[C:19]2[CH:24]=[CH:23][CH:22]=[CH:21][CH:20]=2)=[CH:25][CH:26]=1. The yield is 0.100.